Dataset: Reaction yield outcomes from USPTO patents with 853,638 reactions. Task: Predict the reaction yield, written as a fraction of the theoretical maximum amount of product (1.0 means a 100% yield; for example, 0.34 means a 34% yield). (1) The reactants are [C:1]([O:5][C:6]([N:8]1[CH2:13][CH2:12][CH:11]([NH:14][CH2:15][C:16]2[CH:21]=[CH:20][CH:19]=[CH:18][CH:17]=2)[CH2:10][CH2:9]1)=[O:7])([CH3:4])([CH3:3])[CH3:2].I[C:23]1[CH:28]=[CH:27][C:26]([N+:29]([O-:31])=[O:30])=[CH:25][CH:24]=1.N#N. The catalyst is C1C=CC(/C=C/C(/C=C/C2C=CC=CC=2)=O)=CC=1.C1C=CC(/C=C/C(/C=C/C2C=CC=CC=2)=O)=CC=1.C1C=CC(/C=C/C(/C=C/C2C=CC=CC=2)=O)=CC=1.[Pd].[Pd].C1(C)C=CC=CC=1. The product is [C:1]([O:5][C:6]([N:8]1[CH2:13][CH2:12][CH:11]([N:14]([CH2:15][C:16]2[CH:21]=[CH:20][CH:19]=[CH:18][CH:17]=2)[C:23]2[CH:28]=[CH:27][C:26]([N+:29]([O-:31])=[O:30])=[CH:25][CH:24]=2)[CH2:10][CH2:9]1)=[O:7])([CH3:4])([CH3:2])[CH3:3]. The yield is 0.370. (2) The reactants are [CH2:1]([O:8][C:9]1[CH:18]=[C:17]2[C:12]([C:13](=O)[C:14]([C:19]#[N:20])=[CH:15][NH:16]2)=[CH:11][C:10]=1[O:22][CH3:23])[C:2]1[CH:7]=[CH:6][CH:5]=[CH:4][CH:3]=1.O[Cl:25]. No catalyst specified. The product is [CH2:1]([O:8][C:9]1[CH:18]=[C:17]2[C:12]([C:13]([Cl:25])=[C:14]([C:19]#[N:20])[CH:15]=[N:16]2)=[CH:11][C:10]=1[O:22][CH3:23])[C:2]1[CH:7]=[CH:6][CH:5]=[CH:4][CH:3]=1. The yield is 0.590. (3) The yield is 0.960. The product is [OH:1][C@H:2]1[CH2:7][CH2:6][C@H:5]([C:8]([O:10][CH3:16])=[O:9])[CH2:4][CH2:3]1. The reactants are [OH:1][CH:2]1[CH2:7][CH2:6][CH:5]([C:8]([OH:10])=[O:9])[CH2:4][CH2:3]1.S(=O)(=O)(O)O.[CH3:16]O. No catalyst specified. (4) The reactants are [F:1][C:2]1[N:7]=[CH:6][C:5]([CH2:8][N:9]2[CH2:14][CH2:13][O:12][CH2:11][CH2:10]2)=[C:4](I)[CH:3]=1.[S:16]1[CH:20]=[CH:19][C:18]2[CH:21]=[CH:22][CH:23]=[C:24](B3OC(C)(C)C(C)(C)O3)[C:17]1=2.C(=O)([O-])[O-].[Na+].[Na+].ClCCl. The catalyst is CC#N.O.C(OCC)(=O)C.C1C=CC(P(C2C=CC=CC=2)[C-]2C=CC=C2)=CC=1.C1C=CC(P(C2C=CC=CC=2)[C-]2C=CC=C2)=CC=1.Cl[Pd]Cl.[Fe+2]. The product is [S:16]1[CH:20]=[CH:19][C:18]2[CH:21]=[CH:22][CH:23]=[C:24]([C:4]3[CH:3]=[C:2]([F:1])[N:7]=[CH:6][C:5]=3[CH2:8][N:9]3[CH2:14][CH2:13][O:12][CH2:11][CH2:10]3)[C:17]1=2. The yield is 0.870. (5) The reactants are Cl.[CH3:2][O:3][CH2:4][CH2:5][O:6][CH:7]1[CH2:16][CH2:15][C:10]2(OCC[O:11]2)[CH2:9][CH2:8]1. The catalyst is O1CCCC1. The product is [CH3:2][O:3][CH2:4][CH2:5][O:6][CH:7]1[CH2:16][CH2:15][C:10](=[O:11])[CH2:9][CH2:8]1. The yield is 0.630. (6) The reactants are [O:1]=[C:2]1[C:10](=[O:11])[C:9]2[C:4](=[CH:5][CH:6]=[C:7]([S:12](Cl)(=[O:14])=[O:13])[CH:8]=2)[NH:3]1.[Na].[NH:17]1C2[C:22](=CC(S(O)(=O)=O)=CC=2)[C:20](=O)[C:18]1=O.O=P(Cl)(Cl)Cl.CCN(C(C)C)C(C)C.C(N)CC. The catalyst is C1COCC1.C(OCC)(=O)C. The product is [CH2:18]([NH:17][S:12]([C:7]1[CH:8]=[C:9]2[C:4](=[CH:5][CH:6]=1)[NH:3][C:2](=[O:1])[C:10]2=[O:11])(=[O:14])=[O:13])[CH2:20][CH3:22]. The yield is 0.600. (7) The reactants are [CH3:1][C:2](=O)[CH3:3].[NH2:5][C:6]1[CH:11]=[CH:10][C:9]([CH:12]([C:19]2[CH:24]=[CH:23][C:22]([Cl:25])=[CH:21][CH:20]=2)[C:13]2[CH:14]=[N:15][CH:16]=[CH:17][CH:18]=2)=[CH:8][C:7]=1[C:26]([C:28]1[CH:33]=[CH:32][CH:31]=[C:30]([Cl:34])[CH:29]=1)=O.[NH4+].[OH-]. The catalyst is OS(O)(=O)=O.C(O)(=O)C. The product is [Cl:34][C:30]1[CH:29]=[C:28]([C:26]2[C:7]3[C:6](=[CH:11][CH:10]=[C:9]([CH:12]([C:19]4[CH:24]=[CH:23][C:22]([Cl:25])=[CH:21][CH:20]=4)[C:13]4[CH:14]=[N:15][CH:16]=[CH:17][CH:18]=4)[CH:8]=3)[N:5]=[C:2]([CH3:3])[CH:1]=2)[CH:33]=[CH:32][CH:31]=1. The yield is 0.850. (8) The reactants are C(OC([N:11]1[CH2:15][CH:14]2[CH2:16][CH:17]([CH2:19][O:20][C:21]3[CH:30]=[C:29]4[C:24]([C:25]([O:31][C:32]5[CH:37]=[CH:36][C:35]([NH:38][C:39]([NH:41][C:42](=[O:50])[CH2:43][C:44]6[CH:49]=[CH:48][CH:47]=[CH:46][CH:45]=6)=[S:40])=[CH:34][C:33]=5[F:51])=[N:26][CH:27]=[N:28]4)=[CH:23][C:22]=3[O:52][CH3:53])[CH2:18][CH:13]2[CH2:12]1)=O)C1C=CC=CC=1.[BrH:54]. The catalyst is CC(O)=O.CCOCC. The product is [BrH:54].[BrH:54].[F:51][C:33]1[CH:34]=[C:35]([NH:38][C:39]([NH:41][C:42](=[O:50])[CH2:43][C:44]2[CH:45]=[CH:46][CH:47]=[CH:48][CH:49]=2)=[S:40])[CH:36]=[CH:37][C:32]=1[O:31][C:25]1[C:24]2[C:29](=[CH:30][C:21]([O:20][CH2:19][CH:17]3[CH2:18][CH:13]4[CH2:12][NH:11][CH2:15][CH:14]4[CH2:16]3)=[C:22]([O:52][CH3:53])[CH:23]=2)[N:28]=[CH:27][N:26]=1. The yield is 1.00.